Dataset: Catalyst prediction with 721,799 reactions and 888 catalyst types from USPTO. Task: Predict which catalyst facilitates the given reaction. Reactant: [NH2:1][C:2]([C:4]1[CH:5]=[N:6][C:7]2[C:12]([C:13]=1[NH:14][C:15]1[C:20]3[CH2:21][CH2:22][O:23][C:19]=3[CH:18]=[CH:17][CH:16]=1)=[CH:11][C:10]([C:24](O)=[O:25])=[N:9][C:8]=2[CH3:27])=[O:3].[NH:28]1[CH2:33][CH2:32][O:31][CH2:30][CH2:29]1.C(N(CC)C(C)C)(C)C. Product: [O:23]1[C:19]2[CH:18]=[CH:17][CH:16]=[C:15]([NH:14][C:13]3[C:12]4[C:7](=[C:8]([CH3:27])[N:9]=[C:10]([C:24]([N:28]5[CH2:33][CH2:32][O:31][CH2:30][CH2:29]5)=[O:25])[CH:11]=4)[N:6]=[CH:5][C:4]=3[C:2]([NH2:1])=[O:3])[C:20]=2[CH2:21][CH2:22]1. The catalyst class is: 9.